Dataset: Kir2.1 potassium channel HTS with 301,493 compounds. Task: Binary Classification. Given a drug SMILES string, predict its activity (active/inactive) in a high-throughput screening assay against a specified biological target. (1) The drug is Clc1ccc(c2c3n(nc2C)c(N)c(cn3)c2ccccc2)cc1. The result is 0 (inactive). (2) The molecule is Clc1cc(S(=O)(=O)Nc2cc(n3nnnc3)ccc2)cnc1Cl. The result is 0 (inactive).